Predict the reaction yield, written as a fraction of the theoretical maximum amount of product (1.0 means a 100% yield; for example, 0.34 means a 34% yield). From a dataset of Reaction yield outcomes from USPTO patents with 853,638 reactions. (1) The reactants are [CH3:1][C:2]1[CH:6]=[C:5]([CH2:7][N:8]2[CH2:13][CH2:12][NH:11][CH2:10][CH2:9]2)[N:4]([CH:14]([CH3:16])[CH3:15])[N:3]=1.[C:17](=O)([O:26]N1C(=O)CCC1=O)[O:18][N:19]1[C:23](=[O:24])[CH2:22][CH2:21][C:20]1=[O:25].C(N(CC)CC)C. The product is [CH3:1][C:2]1[CH:6]=[C:5]([CH2:7][N:8]2[CH2:9][CH2:10][N:11]([C:17]([O:18][N:19]3[C:23](=[O:24])[CH2:22][CH2:21][C:20]3=[O:25])=[O:26])[CH2:12][CH2:13]2)[N:4]([CH:14]([CH3:16])[CH3:15])[N:3]=1. The catalyst is CC#N. The yield is 0.660. (2) The reactants are [C:1](#[N:3])[CH3:2].[Li]CCCC.[CH3:9][C:10]1[C:14]([C:15]2[CH:27]=[N:26][C:25]3[C:24]4[CH:23]=[CH:22][C:21]([C:28](OC)=[O:29])=[CH:20][C:19]=4[N:18]([C@H:32]([C:39]4[CH:44]=[CH:43][CH:42]=[CH:41][CH:40]=4)[CH:33]4[CH2:38][CH2:37][O:36][CH2:35][CH2:34]4)[C:17]=3[CH:16]=2)=[C:13]([CH3:45])[O:12][N:11]=1. The catalyst is C1COCC1. The product is [CH3:9][C:10]1[C:14]([C:15]2[CH:27]=[N:26][C:25]3[C:24]4[CH:23]=[CH:22][C:21]([C:28](=[O:29])[CH2:2][C:1]#[N:3])=[CH:20][C:19]=4[N:18]([C@H:32]([C:39]4[CH:40]=[CH:41][CH:42]=[CH:43][CH:44]=4)[CH:33]4[CH2:38][CH2:37][O:36][CH2:35][CH2:34]4)[C:17]=3[CH:16]=2)=[C:13]([CH3:45])[O:12][N:11]=1. The yield is 1.02. (3) The reactants are [NH2:1][C:2]1[N:7]=[C:6]([NH2:8])[C:5]([O:9][C:10]2[C:15]([CH:16]([CH3:18])[CH3:17])=[CH:14][C:13]([OH:19])=[C:12]([I:20])[CH:11]=2)=[CH:4][N:3]=1.Br[CH2:22][CH2:23][O:24][Si:25]([C:28](C)(C)C)([CH3:27])[CH3:26].C([O-])([O-])=O.[K+].[K+]. The catalyst is CN(C=O)C. The product is [I:20][C:12]1[C:13]([O:19][CH2:22][CH2:23][O:24][Si:25]([CH3:28])([CH3:27])[CH3:26])=[CH:14][C:15]([CH:16]([CH3:18])[CH3:17])=[C:10]([CH:11]=1)[O:9][C:5]1[C:6]([NH2:8])=[N:7][C:2]([NH2:1])=[N:3][CH:4]=1. The yield is 0.900. (4) The reactants are [OH-].[NH4+:2].[CH3:3][O:4][C:5]1[CH:10]=[C:9]([N+:11]([O-:13])=[O:12])[CH:8]=[CH:7][C:6]=1[S:14](Cl)(=[O:16])=[O:15]. The catalyst is [NH4+].[Cl-]. The product is [CH3:3][O:4][C:5]1[CH:10]=[C:9]([N+:11]([O-:13])=[O:12])[CH:8]=[CH:7][C:6]=1[S:14]([NH2:2])(=[O:16])=[O:15]. The yield is 0.680. (5) The reactants are [CH3:1][O:2][C:3]1[N:10]=[C:9]([CH3:11])[CH:8]=[C:7]([CH3:12])[C:4]=1[C:5]#[N:6].[Li+].[CH3:14][Si]([N-][Si](C)(C)C)(C)C.IC. The catalyst is C1COCC1. The product is [CH2:12]([C:7]1[C:4]([C:5]#[N:6])=[C:3]([O:2][CH3:1])[N:10]=[C:9]([CH3:11])[CH:8]=1)[CH3:14]. The yield is 0.900. (6) The reactants are [C:1](=[O:38])([O:8][CH:9]1[CH2:13][CH:12]([OH:14])[C@H:11]([CH2:15]/[CH:16]=[CH:17]\[CH2:18][CH2:19][CH2:20][C:21]([NH:23][CH2:24][CH3:25])=[O:22])[C@H:10]1/[CH:26]=[CH:27]/[C@@H:28]([OH:37])[CH2:29][CH2:30][C:31]1[CH:36]=[CH:35][CH:34]=[CH:33][CH:32]=1)[O:2][CH2:3][CH2:4][CH2:5][CH2:6]Cl.[I-:39].[Na+]. The catalyst is CC(C)=O. The product is [C:1](=[O:38])([O:2][CH2:3][CH2:4][CH2:5][CH2:6][I:39])[O:8][CH:9]1[CH2:13][CH:12]([OH:14])[C@H:11]([CH2:15]/[CH:16]=[CH:17]\[CH2:18][CH2:19][CH2:20][C:21]([NH:23][CH2:24][CH3:25])=[O:22])[C@H:10]1/[CH:26]=[CH:27]/[C@@H:28]([OH:37])[CH2:29][CH2:30][C:31]1[CH:36]=[CH:35][CH:34]=[CH:33][CH:32]=1. The yield is 0.800. (7) The reactants are Br[C:2]1[CH:3]=[CH:4][C:5]2[O:11][CH2:10][CH2:9][N:8]3[CH:12]=[C:13]([C:15]4[N:19]([C:20]5[CH:25]=[CH:24][CH:23]=[CH:22][C:21]=5[Cl:26])[N:18]=[C:17]([NH2:27])[N:16]=4)[N:14]=[C:7]3[C:6]=2[CH:28]=1.[N:29]1[CH:34]=[C:33](B(O)O)[CH:32]=[N:31][CH:30]=1.C([O-])([O-])=O.[Cs+].[Cs+].O. The catalyst is O1CCOCC1.C1C=CC(P(C2C=CC=CC=2)[C-]2C=CC=C2)=CC=1.C1C=CC(P(C2C=CC=CC=2)[C-]2C=CC=C2)=CC=1.Cl[Pd]Cl.[Fe+2]. The product is [Cl:26][C:21]1[CH:22]=[CH:23][CH:24]=[CH:25][C:20]=1[N:19]1[C:15]([C:13]2[N:14]=[C:7]3[C:6]4[CH:28]=[C:2]([C:33]5[CH:34]=[N:29][CH:30]=[N:31][CH:32]=5)[CH:3]=[CH:4][C:5]=4[O:11][CH2:10][CH2:9][N:8]3[CH:12]=2)=[N:16][C:17]([NH2:27])=[N:18]1. The yield is 0.0830.